From a dataset of Forward reaction prediction with 1.9M reactions from USPTO patents (1976-2016). Predict the product of the given reaction. (1) Given the reactants [NH2:1][C:2]1[CH:7]=[CH:6][C:5]([C:8]2[NH:12][C:11]([C@H:13]3[N:21]4[C:16](=[CH:17][C:18]([C:23]5[CH:28]=[C:27]([Cl:29])[CH:26]=[CH:25][C:24]=5[N:30]5[CH:34]=[N:33][N:32]=[N:31]5)=[CH:19][C:20]4=[O:22])[CH2:15][CH2:14]3)=[N:10][CH:9]=2)=[CH:4][CH:3]=1.Cl[C:36]([O:38][CH2:39][CH2:40][O:41][CH2:42][CH3:43])=[O:37], predict the reaction product. The product is: [CH2:42]([O:41][CH2:40][CH2:39][O:38][C:36](=[O:37])[NH:1][C:2]1[CH:3]=[CH:4][C:5]([C:8]2[NH:12][C:11]([C@H:13]3[N:21]4[C:16](=[CH:17][C:18]([C:23]5[CH:28]=[C:27]([Cl:29])[CH:26]=[CH:25][C:24]=5[N:30]5[CH:34]=[N:33][N:32]=[N:31]5)=[CH:19][C:20]4=[O:22])[CH2:15][CH2:14]3)=[N:10][CH:9]=2)=[CH:6][CH:7]=1)[CH3:43]. (2) Given the reactants [NH:1]1[C:9]2[C:4](=[C:5]([C:10]3[CH:19]=[N:18][C:13]4[O:14][CH2:15][CH2:16][NH:17][C:12]=4[CH:11]=3)[CH:6]=[CH:7][CH:8]=2)[CH:3]=[CH:2]1.[Br:20][C:21]1[CH:22]=[C:23]([CH:27]=[C:28]([Br:32])[C:29]=1[O:30][CH3:31])[C:24](Cl)=[O:25].C(N(CC)CC)C.O, predict the reaction product. The product is: [Br:20][C:21]1[CH:22]=[C:23]([C:24]([N:17]2[CH2:16][CH2:15][O:14][C:13]3[N:18]=[CH:19][C:10]([C:5]4[CH:6]=[CH:7][CH:8]=[C:9]5[C:4]=4[CH:3]=[CH:2][NH:1]5)=[CH:11][C:12]2=3)=[O:25])[CH:27]=[C:28]([Br:32])[C:29]=1[O:30][CH3:31]. (3) Given the reactants [NH2:1][C:2]1[N:6]([C:7]2[CH:12]=[C:11]([S:13][CH3:14])[N:10]=[C:9]([CH3:15])[N:8]=2)[N:5]=[CH:4][C:3]=1[C:16]([O:18]CC)=[O:17].[OH-].[Li+].Cl, predict the reaction product. The product is: [NH2:1][C:2]1[N:6]([C:7]2[CH:12]=[C:11]([S:13][CH3:14])[N:10]=[C:9]([CH3:15])[N:8]=2)[N:5]=[CH:4][C:3]=1[C:16]([OH:18])=[O:17].